This data is from Catalyst prediction with 721,799 reactions and 888 catalyst types from USPTO. The task is: Predict which catalyst facilitates the given reaction. (1) The catalyst class is: 9. Reactant: [CH3:1][C@H:2]1[CH2:6][CH2:5][CH2:4][N:3]1[C:7]1[C:8](=O)[NH:9][C:10]2[C:15]([N:16]=1)=[CH:14][C:13]([C:17]([O:19][CH3:20])=[O:18])=[CH:12][CH:11]=2.C1(C)C=CC=CC=1.S(Cl)([Cl:31])=O. Product: [Cl:31][C:8]1[C:7]([N:3]2[CH2:4][CH2:5][CH2:6][C@@H:2]2[CH3:1])=[N:16][C:15]2[C:10](=[CH:11][CH:12]=[C:13]([C:17]([O:19][CH3:20])=[O:18])[CH:14]=2)[N:9]=1. (2) Reactant: [NH2:1][C:2]1[CH:7]=[CH:6][C:5]([N:8]2[CH2:13][CH2:12][CH2:11][CH2:10][C:9]2=O)=[CH:4][CH:3]=1.COC1C=CC(P2(=S)SP(=S)(C3C=CC(OC)=CC=3)[S:24]2)=CC=1. Product: [NH2:1][C:2]1[CH:7]=[CH:6][C:5]([N:8]2[CH2:13][CH2:12][CH2:11][CH2:10][C:9]2=[S:24])=[CH:4][CH:3]=1. The catalyst class is: 11.